From a dataset of Catalyst prediction with 721,799 reactions and 888 catalyst types from USPTO. Predict which catalyst facilitates the given reaction. (1) Reactant: [CH3:1][CH:2]1[CH:7]([C:8]([O:10][CH3:11])=[O:9])[CH2:6][CH2:5][CH2:4][NH:3]1.C(N(CC)CC)C.Cl[C:20]([O:22][CH2:23][C:24]1[CH:29]=[CH:28][CH:27]=[CH:26][CH:25]=1)=[O:21].Cl. Product: [CH3:1][C@H:2]1[C@@H:7]([C:8]([O:10][CH3:11])=[O:9])[CH2:6][CH2:5][CH2:4][N:3]1[C:20]([O:22][CH2:23][C:24]1[CH:29]=[CH:28][CH:27]=[CH:26][CH:25]=1)=[O:21]. The catalyst class is: 2. (2) Reactant: [Cl:1][C:2]1[CH:3]=[C:4]2[C:8](=[CH:9][CH:10]=1)[NH:7][CH:6]=[C:5]2[CH2:11][CH2:12][NH:13][C:14](=[O:22])[C:15]1[CH:20]=[CH:19][CH:18]=[C:17](I)[CH:16]=1.[Cl:23][C:24]1[CH:29]=[CH:28][CH:27]=[CH:26][C:25]=1B(O)O.C(=O)([O-])[O-].[Na+].[Na+]. Product: [Cl:23][C:24]1[CH:29]=[CH:28][CH:27]=[CH:26][C:25]=1[C:17]1[CH:18]=[CH:19][CH:20]=[C:15]([C:14]([NH:13][CH2:12][CH2:11][C:5]2[C:4]3[C:8](=[CH:9][CH:10]=[C:2]([Cl:1])[CH:3]=3)[NH:7][CH:6]=2)=[O:22])[CH:16]=1. The catalyst class is: 437. (3) Reactant: Br[C:2]1[CH:3]=[C:4]([NH:10][C:11]2[CH:16]=[CH:15][N:14]=[CH:13][N:12]=2)[C:5](=[O:9])[N:6]([CH3:8])[CH:7]=1.[CH3:17][C:18]1([CH3:34])[C:22]([CH3:24])([CH3:23])[O:21][B:20]([B:20]2[O:21][C:22]([CH3:24])([CH3:23])[C:18]([CH3:34])([CH3:17])[O:19]2)[O:19]1.C([O-])(=O)C.[K+].ClCCl. Product: [CH3:8][N:6]1[CH:7]=[C:2]([B:20]2[O:21][C:22]([CH3:24])([CH3:23])[C:18]([CH3:34])([CH3:17])[O:19]2)[CH:3]=[C:4]([NH:10][C:11]2[CH:16]=[CH:15][N:14]=[CH:13][N:12]=2)[C:5]1=[O:9]. The catalyst class is: 294.